This data is from Full USPTO retrosynthesis dataset with 1.9M reactions from patents (1976-2016). The task is: Predict the reactants needed to synthesize the given product. (1) Given the product [CH3:11][C:12]1[C:17]2[O:18][C@:19]3([CH3:70])[O:22][CH:23]=[CH:24][C@H:25]([O:68][CH3:69])[C@@H:26]([CH3:67])[C@@H:27]([O:63][C:64]([CH3:66])=[O:65])[C@H:28]([CH3:62])[C@H:29]([OH:61])[C@H:30]([CH3:60])[C@@H:31]([OH:59])[C@@H:32]([CH3:58])[CH:33]=[CH:34][CH:35]=[C:36]([CH3:57])[C:37]([NH:39][C:40]4[C:55](=[O:56])[C:14](=[C:15]([C:42]5=[N:43][C:44]6([CH2:50][CH2:49][N:48]([CH2:51][CH:52]([CH3:53])[CH3:54])[CH2:47][CH2:46]6)[NH:45][C:41]=45)[C:16]=2[C:20]3=[O:21])[C:13]=1[OH:71])=[O:38].[CH:1]1[C:6]([C:7]([NH:9][NH2:10])=[O:8])=[CH:5][CH:4]=[N:3][CH:2]=1, predict the reactants needed to synthesize it. The reactants are: [CH:1]1[C:6]([C:7]([NH:9][NH2:10])=[O:8])=[CH:5][CH:4]=[N:3][CH:2]=1.[CH3:11][C:12]1[C:17]2[O:18][C@:19]3([CH3:70])[O:22][CH:23]=[CH:24][C@H:25]([O:68][CH3:69])[C@@H:26]([CH3:67])[C@@H:27]([O:63][C:64]([CH3:66])=[O:65])[C@H:28]([CH3:62])[C@H:29]([OH:61])[C@H:30]([CH3:60])[C@@H:31]([OH:59])[C@@H:32]([CH3:58])[CH:33]=[CH:34][CH:35]=[C:36]([CH3:57])[C:37]([NH:39][C:40]4[C:55](=[O:56])[C:14](=[C:15]([C:42]5=[N:43][C:44]6([CH2:50][CH2:49][N:48]([CH2:51][CH:52]([CH3:54])[CH3:53])[CH2:47][CH2:46]6)[NH:45][C:41]=45)[C:16]=2[C:20]3=[O:21])[C:13]=1[OH:71])=[O:38]. (2) The reactants are: [CH3:1][O:2][C:3]1[N:4]=[C:5]2[C:10](=[CH:11][CH:12]=1)[N:9]=[CH:8][CH:7]=[C:6]2[N:13]1[CH2:17][CH2:16][CH:15]([S:18]([CH2:21][CH2:22][NH:23]C(=O)OC(C)(C)C)(=[O:20])=[O:19])[CH2:14]1.[ClH:31]. Given the product [ClH:31].[CH3:1][O:2][C:3]1[N:4]=[C:5]2[C:10](=[CH:11][CH:12]=1)[N:9]=[CH:8][CH:7]=[C:6]2[N:13]1[CH2:17][CH2:16][CH:15]([S:18]([CH2:21][CH2:22][NH2:23])(=[O:20])=[O:19])[CH2:14]1, predict the reactants needed to synthesize it. (3) Given the product [C:1]([O:5][C:6](=[O:30])[NH:7][C:8]1[N:17]([CH2:18][CH2:19][CH3:20])[CH2:16][C:15]2[C:10](=[CH:11][CH:12]=[C:13]([O:21][C:22]3[CH:27]=[CH:26][CH:25]=[C:24]([CH2:28][NH2:29])[CH:23]=3)[CH:14]=2)[N:9]=1)([CH3:2])([CH3:3])[CH3:4], predict the reactants needed to synthesize it. The reactants are: [C:1]([O:5][C:6](=[O:30])[NH:7][C:8]1[N:17]([CH2:18][CH2:19][CH3:20])[CH2:16][C:15]2[C:10](=[CH:11][CH:12]=[C:13]([O:21][C:22]3[CH:27]=[CH:26][CH:25]=[C:24]([C:28]#[N:29])[CH:23]=3)[CH:14]=2)[N:9]=1)([CH3:4])([CH3:3])[CH3:2].N.O=[Si]=O.